From a dataset of Reaction yield outcomes from USPTO patents with 853,638 reactions. Predict the reaction yield, written as a fraction of the theoretical maximum amount of product (1.0 means a 100% yield; for example, 0.34 means a 34% yield). (1) The reactants are [CH2:1]([N:3]1[CH:7]=[C:6]([C:8](OCC)=[O:9])[C:5]([O:13][CH2:14][C:15]2[CH:20]=[CH:19][C:18]([O:21][CH2:22][C:23]3[N:24]=[C:25]([C:29]4[O:30][CH:31]=[CH:32][CH:33]=4)[O:26][C:27]=3[CH3:28])=[C:17]([O:34][CH3:35])[CH:16]=2)=[N:4]1)[CH3:2].[H-].[Al+3].[Li+].[H-].[H-].[H-].O.O.O.O.O.O.O.O.O.O.S([O-])([O-])(=O)=O.[Na+].[Na+]. The catalyst is O1CCCC1.C(OCC)(=O)C. The product is [CH2:1]([N:3]1[CH:7]=[C:6]([CH2:8][OH:9])[C:5]([O:13][CH2:14][C:15]2[CH:20]=[CH:19][C:18]([O:21][CH2:22][C:23]3[N:24]=[C:25]([C:29]4[O:30][CH:31]=[CH:32][CH:33]=4)[O:26][C:27]=3[CH3:28])=[C:17]([O:34][CH3:35])[CH:16]=2)=[N:4]1)[CH3:2]. The yield is 0.910. (2) The reactants are [CH:1]([C:4]1[CH:13]=[CH:12][C:7]([C:8]([O:10][CH3:11])=[O:9])=[C:6]([OH:14])[CH:5]=1)([CH3:3])[CH3:2].O[CH2:16][CH:17]1[CH2:22][CH2:21][CH2:20][N:19]([C:23]([O:25][C:26]([CH3:29])([CH3:28])[CH3:27])=[O:24])[CH2:18]1.C1(P(C2C=CC=CC=2)C2C=CC=CC=2)C=CC=CC=1.N(C(OC(C)C)=O)=NC(OC(C)C)=O. The catalyst is C1COCC1.C(Cl)Cl. The product is [C:26]([O:25][C:23]([N:19]1[CH2:20][CH2:21][CH2:22][CH:17]([CH2:16][O:14][C:6]2[CH:5]=[C:4]([CH:1]([CH3:3])[CH3:2])[CH:13]=[CH:12][C:7]=2[C:8]([O:10][CH3:11])=[O:9])[CH2:18]1)=[O:24])([CH3:29])([CH3:27])[CH3:28]. The yield is 0.430. (3) The reactants are [CH3:1][C:2]([CH3:12])=[CH:3][C:4]1[CH:5]=[C:6]([CH:9]=[CH:10][CH:11]=1)[C:7]#[N:8].[H-].[Al+3].[Li+].[H-].[H-].[H-].O.[OH-].[Na+]. The catalyst is O1CCCC1. The product is [CH3:1][C:2]([CH3:12])=[CH:3][C:4]1[CH:5]=[C:6]([CH:9]=[CH:10][CH:11]=1)[CH2:7][NH2:8]. The yield is 0.887. (4) The reactants are Cl.CN.[F:4][C:5]1[C:13]([O:14][CH2:15][CH2:16][O:17][CH3:18])=[C:12]2[C:8]([CH:9]=[C:10]([C:19]3[S:20][CH:21]([CH2:24][C:25]([OH:27])=O)[CH2:22][N:23]=3)[NH:11]2)=[CH:7][C:6]=1[O:28][C:29]1[CH:30]=[N:31][C:32]([S:35]([CH3:38])(=[O:37])=[O:36])=[CH:33][CH:34]=1.O[N:40]1[C:44]2C=CC=CC=2N=N1.Cl.C(N=C=NCCCN(C)C)C. The catalyst is CN(C)C=O.C(N(CC)CC)C. The product is [F:4][C:5]1[C:13]([O:14][CH2:15][CH2:16][O:17][CH3:18])=[C:12]2[C:8]([CH:9]=[C:10]([C:19]3[S:20][CH:21]([CH2:24][C:25]([NH:40][CH3:44])=[O:27])[CH2:22][N:23]=3)[NH:11]2)=[CH:7][C:6]=1[O:28][C:29]1[CH:30]=[N:31][C:32]([S:35]([CH3:38])(=[O:36])=[O:37])=[CH:33][CH:34]=1. The yield is 0.790.